Dataset: Full USPTO retrosynthesis dataset with 1.9M reactions from patents (1976-2016). Task: Predict the reactants needed to synthesize the given product. (1) Given the product [C:14]([O:13][C:11]([N:7]1[CH2:8][CH2:9][CH2:10][C@@H:5]([N:4]([C:18]2[C:19]3[CH:26]=[CH:25][N:24]([S:27]([C:30]4[CH:36]=[CH:35][C:33]([CH3:34])=[CH:32][CH:31]=4)(=[O:28])=[O:29])[C:20]=3[N:21]=[CH:22][N:23]=2)[CH2:3][C:2]([OH:37])=[O:1])[CH2:6]1)=[O:12])([CH3:16])([CH3:17])[CH3:15], predict the reactants needed to synthesize it. The reactants are: [O:1]=[CH:2][CH2:3][N:4]([C:18]1[C:19]2[CH:26]=[CH:25][N:24]([S:27]([C:30]3[CH:36]=[CH:35][C:33]([CH3:34])=[CH:32][CH:31]=3)(=[O:29])=[O:28])[C:20]=2[N:21]=[CH:22][N:23]=1)[C@@H:5]1[CH2:10][CH2:9][CH2:8][N:7]([C:11]([O:13][C:14]([CH3:17])([CH3:16])[CH3:15])=[O:12])[CH2:6]1.[OH:37]O. (2) Given the product [CH2:3]1[C:4]2[C:9](=[CH:8][CH:7]=[CH:6][CH:5]=2)[CH:10]=[C:2]1[P:11]([CH:15]([CH3:17])[CH3:16])[CH:12]([CH3:14])[CH3:13], predict the reactants needed to synthesize it. The reactants are: Br[C:2]1[CH2:3][C:4]2[C:9]([CH:10]=1)=[CH:8][CH:7]=[CH:6][CH:5]=2.[PH:11]([CH:15]([CH3:17])[CH3:16])[CH:12]([CH3:14])[CH3:13].CCN(CC)CC. (3) Given the product [Cl:1][C:2]1[CH:3]=[C:4]([CH2:9][CH2:10][CH2:11][C:12](=[O:14])[CH2:13][C:15](=[O:21])[C:16]([O:18][CH2:19][CH3:20])=[O:17])[CH:5]=[CH:6][C:7]=1[Cl:8], predict the reactants needed to synthesize it. The reactants are: [Cl:1][C:2]1[CH:3]=[C:4]([CH2:9][CH2:10][CH2:11][C:12](=[O:14])[CH3:13])[CH:5]=[CH:6][C:7]=1[Cl:8].[C:15](OCC)(=[O:21])[C:16]([O:18][CH2:19][CH3:20])=[O:17].[O-]CC.[Na+]. (4) Given the product [CH3:9][C:3]1[CH:4]=[CH:5][C:6]([CH3:8])=[CH:7][C:2]=1[C:12]1[CH:13]=[CH:14][CH:15]=[CH:16][C:11]=1[CH3:10], predict the reactants needed to synthesize it. The reactants are: Cl[C:2]1[CH:7]=[C:6]([CH3:8])[CH:5]=[CH:4][C:3]=1[CH3:9].[CH3:10][C:11]1[CH:16]=[CH:15][CH:14]=[CH:13][C:12]=1B(O)O.C([O-])([O-])=O.[Cs+].[Cs+].